This data is from Forward reaction prediction with 1.9M reactions from USPTO patents (1976-2016). The task is: Predict the product of the given reaction. (1) Given the reactants [F:1][C:2]1[CH:10]=[C:9]2[C:5]([CH2:6][C:7](=[N:12]O)[C:8]2=[O:11])=[C:4]([CH3:14])[CH:3]=1.P(Cl)(Cl)(Cl)(Cl)[Cl:16], predict the reaction product. The product is: [Cl:16][C:7]1[NH:12][C:8](=[O:11])[C:9]2[C:5]([CH:6]=1)=[C:4]([CH3:14])[CH:3]=[C:2]([F:1])[CH:10]=2. (2) Given the reactants [NH2:1][C:2]1[CH:7]=[C:6]([Cl:8])[CH:5]=[CH:4][C:3]=1[SH:9].Br[CH2:11][C:12]1[CH:13]=[C:14]([CH:19]=[CH:20][CH:21]=1)[C:15]([O:17][CH3:18])=[O:16].C([O-])([O-])=O.[K+].[K+], predict the reaction product. The product is: [NH2:1][C:2]1[CH:7]=[C:6]([Cl:8])[CH:5]=[CH:4][C:3]=1[S:9][CH2:11][C:12]1[CH:13]=[C:14]([CH:19]=[CH:20][CH:21]=1)[C:15]([O:17][CH3:18])=[O:16]. (3) Given the reactants Br[C:2]1[CH:7]=[CH:6][C:5](Br)=[CH:4][CH:3]=1.C(O[B:13]1[O:17][C:16]([CH3:19])([CH3:18])[C:15]([CH3:21])([CH3:20])[O:14]1)(C)C.[Li]C(C)(C)C.[O:27]1[CH2:30][C:29](=[O:31])[CH2:28]1.[NH4+].[Cl-], predict the reaction product. The product is: [CH3:19][C:16]1([CH3:18])[C:15]([CH3:20])([CH3:21])[O:14][B:13]([C:2]2[CH:7]=[CH:6][C:5]([C:29]3([OH:31])[CH2:30][O:27][CH2:28]3)=[CH:4][CH:3]=2)[O:17]1.